Dataset: Peptide-MHC class I binding affinity with 185,985 pairs from IEDB/IMGT. Task: Regression. Given a peptide amino acid sequence and an MHC pseudo amino acid sequence, predict their binding affinity value. This is MHC class I binding data. (1) The peptide sequence is VHPVHAGPIA. The MHC is HLA-A01:01 with pseudo-sequence HLA-A01:01. The binding affinity (normalized) is 0. (2) The peptide sequence is AAERGPGQML. The MHC is HLA-B07:02 with pseudo-sequence HLA-B07:02. The binding affinity (normalized) is 0.421. (3) The peptide sequence is FPQGKAREF. The MHC is HLA-A30:01 with pseudo-sequence HLA-A30:01. The binding affinity (normalized) is 0.0282. (4) The peptide sequence is KTWGQYWQVL. The MHC is Mamu-A01 with pseudo-sequence Mamu-A01. The binding affinity (normalized) is 0.325. (5) The peptide sequence is YMHGSIHEV. The MHC is HLA-B40:01 with pseudo-sequence HLA-B40:01. The binding affinity (normalized) is 0.0847. (6) The peptide sequence is FSFFMNENF. The MHC is HLA-B57:01 with pseudo-sequence HLA-B57:01. The binding affinity (normalized) is 0.0847. (7) The peptide sequence is PTILATLNTL. The MHC is HLA-A02:03 with pseudo-sequence HLA-A02:03. The binding affinity (normalized) is 0.550.